From a dataset of Full USPTO retrosynthesis dataset with 1.9M reactions from patents (1976-2016). Predict the reactants needed to synthesize the given product. (1) Given the product [Cl:1][C:2]1[CH:3]=[N:4][C:5]2[N:6]([N:8]=[C:9]([C:11]([N:23]3[CH2:22][CH:21]=[C:20]([C:17]4[CH:16]=[CH:15][N:14]=[CH:19][CH:18]=4)[CH2:25][CH2:24]3)=[O:13])[CH:10]=2)[CH:7]=1, predict the reactants needed to synthesize it. The reactants are: [Cl:1][C:2]1[CH:3]=[N:4][C:5]2[N:6]([N:8]=[C:9]([C:11]([OH:13])=O)[CH:10]=2)[CH:7]=1.[NH:14]1[CH2:19][CH:18]=[C:17]([C:20]2[CH:25]=[CH:24][N:23]=[CH:22][CH:21]=2)[CH2:16][CH2:15]1. (2) Given the product [C@H:11]1([SH:17])[O:12][C@H:3]([CH2:2][OH:1])[C@H:5]([OH:6])[C@H:7]([OH:8])[C@H:9]1[OH:10], predict the reactants needed to synthesize it. The reactants are: [O:1]=[CH:2][C@@H:3]([C@H:5]([C@H:7]([C@@H:9]([CH2:11][OH:12])[OH:10])[OH:8])[OH:6])O.C[Si]([S:17][Si](C)(C)C)(C)C. (3) Given the product [CH2:18]([O:1][CH2:2][CH:3]1[CH2:8][CH2:7][CH2:6][N:5]([C:9]([O:11][C:12]([CH3:15])([CH3:14])[CH3:13])=[O:10])[CH2:4]1)[CH3:19], predict the reactants needed to synthesize it. The reactants are: [OH:1][CH2:2][CH:3]1[CH2:8][CH2:7][CH2:6][N:5]([C:9]([O:11][C:12]([CH3:15])([CH3:14])[CH3:13])=[O:10])[CH2:4]1.[H-].[Na+].[CH2:18](I)[CH3:19]. (4) The reactants are: [C:1]1([CH:7]([C:9]2[CH:14]=[CH:13][CH:12]=[CH:11][CH:10]=2)[NH2:8])[CH:6]=[CH:5][CH:4]=[CH:3][CH:2]=1.[CH3:15][O:16][C:17]1[CH:24]=[CH:23][C:20]([CH:21]=O)=[CH:19][CH:18]=1.C(=O)([O-])[O-].[Na+].[Na+]. Given the product [CH3:15][O:16][C:17]1[CH:24]=[CH:23][C:20](/[CH:21]=[N:8]/[CH:7]([C:1]2[CH:2]=[CH:3][CH:4]=[CH:5][CH:6]=2)[C:9]2[CH:10]=[CH:11][CH:12]=[CH:13][CH:14]=2)=[CH:19][CH:18]=1, predict the reactants needed to synthesize it.